The task is: Predict the reactants needed to synthesize the given product.. This data is from Full USPTO retrosynthesis dataset with 1.9M reactions from patents (1976-2016). Given the product [Cl:18][C:19]1[CH:24]=[CH:23][C:22]([C:2]2[C:7]([O:17][CH2:16][C:13]3([CH3:12])[CH2:15][CH2:14]3)=[N:6][CH:5]=[C:4]([CH:3]=2)[C:9]([NH:29][CH2:30][CH:31]2[CH2:36][CH2:35][CH2:34][CH2:33][CH:32]2[OH:37])=[O:11])=[CH:21][CH:20]=1, predict the reactants needed to synthesize it. The reactants are: Br[C:2]1[CH:3]=[C:4]([C:9]([OH:11])=O)[CH:5]=[N:6][C:7]=1Cl.[CH3:12][C:13]1([CH2:16][OH:17])[CH2:15][CH2:14]1.[Cl:18][C:19]1[CH:24]=[CH:23][C:22](B(O)O)=[CH:21][CH:20]=1.Cl.[NH2:29][CH2:30][C@H:31]1[CH2:36][CH2:35][CH2:34][CH2:33][C@H:32]1[OH:37].